From a dataset of Peptide-MHC class I binding affinity with 185,985 pairs from IEDB/IMGT. Regression. Given a peptide amino acid sequence and an MHC pseudo amino acid sequence, predict their binding affinity value. This is MHC class I binding data. The peptide sequence is YGQMPRQTGG. The MHC is Mamu-B03 with pseudo-sequence Mamu-B03. The binding affinity (normalized) is 0.